Dataset: Catalyst prediction with 721,799 reactions and 888 catalyst types from USPTO. Task: Predict which catalyst facilitates the given reaction. (1) Reactant: Cl[C:2]1[CH:17]=[C:16]([CH:18]([CH3:20])[CH3:19])[C:5]([C:6]([NH:8][CH2:9][CH:10]2[CH2:15][CH2:14][CH2:13][CH2:12][CH2:11]2)=[O:7])=[CH:4][N:3]=1.[Br:21][C:22]1[CH:23]=[C:24]([CH:26]=[CH:27][CH:28]=1)[NH2:25]. Product: [Br:21][C:22]1[CH:23]=[C:24]([NH:25][C:2]2[CH:17]=[C:16]([CH:18]([CH3:20])[CH3:19])[C:5]([C:6]([NH:8][CH2:9][CH:10]3[CH2:15][CH2:14][CH2:13][CH2:12][CH2:11]3)=[O:7])=[CH:4][N:3]=2)[CH:26]=[CH:27][CH:28]=1. The catalyst class is: 4. (2) Reactant: [Cl:1][C:2]1[CH:7]=[C:6]([Cl:8])[CH:5]=[CH:4][C:3]=1B(O)O.C([O-])([O-])=O.[Na+].[Na+].[Br:18][C:19]1[C:20]([O:29][CH3:30])=[C:21]([C:25]([O:27][CH3:28])=[O:26])[S:22][C:23]=1Br. Product: [Br:18][C:19]1[C:20]([O:29][CH3:30])=[C:21]([C:25]([O:27][CH3:28])=[O:26])[S:22][C:23]=1[C:3]1[CH:4]=[CH:5][C:6]([Cl:8])=[CH:7][C:2]=1[Cl:1]. The catalyst class is: 11. (3) Reactant: [Cl:1][C:2]1[CH:3]=[C:4]([CH:10]=[C:11]([Cl:14])[C:12]=1[OH:13])[C:5](OCC)=[O:6].O.[NH2:16][NH2:17]. Product: [Cl:1][C:2]1[CH:3]=[C:4]([CH:10]=[C:11]([Cl:14])[C:12]=1[OH:13])[C:5]([NH:16][NH2:17])=[O:6]. The catalyst class is: 8. (4) Reactant: [Br:1][C:2]1[CH:7]=[CH:6][C:5]([C@@H:8]([C:19]2[CH:24]=[CH:23][CH:22]=[CH:21][C:20]=2[CH3:25])[CH2:9][C:10]([C:12]2[C:13](=[O:18])[NH:14][N:15]=[CH:16][CH:17]=2)=[O:11])=[CH:4][CH:3]=1.IC.[C:28](=O)([O-])[O-].[K+].[K+]. Product: [Br:1][C:2]1[CH:7]=[CH:6][C:5]([C@@H:8]([C:19]2[CH:24]=[CH:23][CH:22]=[CH:21][C:20]=2[CH3:25])[CH2:9][C:10]([C:12]2[C:13](=[O:18])[N:14]([CH3:28])[N:15]=[CH:16][CH:17]=2)=[O:11])=[CH:4][CH:3]=1. The catalyst class is: 80.